The task is: Regression. Given a peptide amino acid sequence and an MHC pseudo amino acid sequence, predict their binding affinity value. This is MHC class II binding data.. This data is from Peptide-MHC class II binding affinity with 134,281 pairs from IEDB. The peptide sequence is PCLFMRTVSHVILHG. The MHC is DRB1_0101 with pseudo-sequence DRB1_0101. The binding affinity (normalized) is 0.492.